From a dataset of Catalyst prediction with 721,799 reactions and 888 catalyst types from USPTO. Predict which catalyst facilitates the given reaction. Reactant: S(S([O-])=O)([O-])=O.[Na+].[Na+].[CH3:9][CH:10]1[CH2:15][CH2:14][N:13]([C:16]2[CH:21]=[CH:20][C:19]([NH:22][C:23]3[N:28]=[C:27]([S:29][CH2:30][C:31](OC)=[O:32])[C:26]([N+:35]([O-])=O)=[CH:25][N:24]=3)=[CH:18][CH:17]=2)[CH2:12][CH2:11]1.C(N(CC)CC)C. Product: [CH3:9][CH:10]1[CH2:11][CH2:12][N:13]([C:16]2[CH:21]=[CH:20][C:19]([NH:22][C:23]3[N:24]=[CH:25][C:26]4[NH:35][C:31](=[O:32])[CH2:30][S:29][C:27]=4[N:28]=3)=[CH:18][CH:17]=2)[CH2:14][CH2:15]1. The catalyst class is: 40.